This data is from Peptide-MHC class I binding affinity with 185,985 pairs from IEDB/IMGT. The task is: Regression. Given a peptide amino acid sequence and an MHC pseudo amino acid sequence, predict their binding affinity value. This is MHC class I binding data. The binding affinity (normalized) is 0.181. The peptide sequence is MPTYIRNTL. The MHC is HLA-A02:02 with pseudo-sequence HLA-A02:02.